Dataset: Reaction yield outcomes from USPTO patents with 853,638 reactions. Task: Predict the reaction yield, written as a fraction of the theoretical maximum amount of product (1.0 means a 100% yield; for example, 0.34 means a 34% yield). (1) The reactants are [F:1][CH2:2][CH2:3][CH:4]1[CH2:7][CH:6]([C:8]2[CH:9]=[C:10]([C:14]#[C:15][Si](C(C)C)(C(C)C)C(C)C)[CH:11]=[CH:12][CH:13]=2)[CH2:5]1.[F-].C([N+](CCCC)(CCCC)CCCC)CCC.Br[C:45]1[CH:50]=[CH:49][C:48]([O:51][CH:52]([F:54])[F:53])=[CH:47][CH:46]=1.C(N(CC)CC)C. The catalyst is C1COCC1.[Cu](I)I.C1C=CC([P]([Pd]([P](C2C=CC=CC=2)(C2C=CC=CC=2)C2C=CC=CC=2)([P](C2C=CC=CC=2)(C2C=CC=CC=2)C2C=CC=CC=2)[P](C2C=CC=CC=2)(C2C=CC=CC=2)C2C=CC=CC=2)(C2C=CC=CC=2)C2C=CC=CC=2)=CC=1. The product is [F:53][CH:52]([F:54])[O:51][C:48]1[CH:49]=[CH:50][C:45]([C:15]#[C:14][C:10]2[CH:11]=[CH:12][CH:13]=[C:8]([CH:6]3[CH2:5][CH:4]([CH2:3][CH2:2][F:1])[CH2:7]3)[CH:9]=2)=[CH:46][CH:47]=1. The yield is 0.530. (2) The yield is 0.130. The catalyst is O1CCCC1.C(O)C.C(O)(=O)C. The product is [CH2:9]([O:8][C:1]([C:2]1[N:32]=[C:31]([S:30][CH3:29])[NH:33][C:14](=[O:16])[C:13]=1[O:12][CH3:11])=[O:7])[CH3:10]. The reactants are [C:1]([O:8][CH2:9][CH3:10])(=[O:7])[C:2](OCC)=O.[CH3:11][O:12][CH2:13][C:14]([O:16]C)=O.[H-].[Na+].[O-]CC.[Na+].S(O)(O)(=O)=O.[CH3:29][S:30][C:31](=[NH:33])[NH2:32].